Binary classification across 12 toxicity assays. From a dataset of Tox21: 12 toxicity assays (nuclear receptors and stress response pathways). (1) The drug is CCOC(=O)c1ccccc1C(=C1C=C(Br)C(=O)C(Br)=C1)c1cc(Br)c(O)c(Br)c1. It tested positive (active) for: SR-ARE (Antioxidant Response Element (oxidative stress)), and SR-MMP (Mitochondrial Membrane Potential disruption). (2) The compound is COP(=O)(OC)SCn1c(=O)oc2cc(Cl)cnc21. It tested positive (active) for: NR-AhR (Aryl hydrocarbon Receptor agonist activity), and SR-ARE (Antioxidant Response Element (oxidative stress)). (3) The drug is CCCCN(CCCC)C(=O)N(CCCC)CCCC. It tested positive (active) for: NR-ER (Estrogen Receptor agonist activity). (4) The drug is Nc1cc([N+](=O)[O-])ccc1C(=O)O. It tested positive (active) for: NR-AhR (Aryl hydrocarbon Receptor agonist activity), NR-ER (Estrogen Receptor agonist activity), SR-ARE (Antioxidant Response Element (oxidative stress)), and SR-MMP (Mitochondrial Membrane Potential disruption). (5) The drug is O=C(O)c1c(Cl)ccc(Cl)c1Cl. It tested positive (active) for: NR-AhR (Aryl hydrocarbon Receptor agonist activity). (6) The compound is CC(C)c1ccc2c(C(C)C)cc(C(C)C)c(S(=O)(=O)[O-])c2c1. It tested positive (active) for: SR-ARE (Antioxidant Response Element (oxidative stress)). (7) The drug is [Mn+2]. It tested positive (active) for: SR-ARE (Antioxidant Response Element (oxidative stress)). (8) It tested positive (active) for: NR-ER (Estrogen Receptor agonist activity). The drug is CC(C)NCC(O)COc1cccc2ccccc12. (9) The drug is COc1cc(-c2ccc(N)c(OC)c2)ccc1N. It tested positive (active) for: SR-ARE (Antioxidant Response Element (oxidative stress)), SR-ATAD5 (ATAD5 genotoxicity (DNA damage)), and SR-MMP (Mitochondrial Membrane Potential disruption). (10) The drug is O=NN([O-])c1ccccc1. It tested positive (active) for: NR-AhR (Aryl hydrocarbon Receptor agonist activity), and NR-ER (Estrogen Receptor agonist activity).